Dataset: Forward reaction prediction with 1.9M reactions from USPTO patents (1976-2016). Task: Predict the product of the given reaction. (1) Given the reactants [Cl:1][C:2]1[CH:3]=[C:4]([CH:6]=[C:7]([Cl:22])[C:8]=1[O:9][C:10]1[CH:11]=[C:12]2[C:16](=[CH:17][CH:18]=1)[NH:15][CH:14]=[C:13]2[CH:19]([CH3:21])[CH3:20])[NH2:5].C([O-])(=O)C.[Na+].Br[CH2:29][C:30]([O:32][CH2:33][CH3:34])=[O:31], predict the reaction product. The product is: [Cl:22][C:7]1[CH:6]=[C:4]([NH:5][CH2:29][C:30]([O:32][CH2:33][CH3:34])=[O:31])[CH:3]=[C:2]([Cl:1])[C:8]=1[O:9][C:10]1[CH:11]=[C:12]2[C:16](=[CH:17][CH:18]=1)[NH:15][CH:14]=[C:13]2[CH:19]([CH3:20])[CH3:21]. (2) Given the reactants [Br:1][C:2]1[CH:7]=[CH:6][C:5]([CH2:8][C:9](Cl)=[O:10])=[CH:4][CH:3]=1.[NH:12]1[CH2:17][CH2:16][S:15](=[O:19])(=[O:18])[CH2:14][CH2:13]1, predict the reaction product. The product is: [Br:1][C:2]1[CH:7]=[CH:6][C:5]([CH2:8][C:9]([N:12]2[CH2:17][CH2:16][S:15](=[O:19])(=[O:18])[CH2:14][CH2:13]2)=[O:10])=[CH:4][CH:3]=1. (3) Given the reactants [O:1]1[CH2:6][CH2:5][CH:4]([N:7]2[CH2:12][CH2:11][NH:10][CH2:9][CH2:8]2)[CH2:3][CH2:2]1.[O:13]=[C:14]1[N:20]([CH:21]2[CH2:26][CH2:25][N:24]([C:27]([O:29][C@@H:30]([C:42](O)=[O:43])[CH2:31][C:32]3[CH:37]=[C:36]([CH3:38])[C:35]([OH:39])=[C:34]([CH2:40][CH3:41])[CH:33]=3)=[O:28])[CH2:23][CH2:22]2)[CH2:19][CH2:18][C:17]2[CH:45]=[CH:46][CH:47]=[CH:48][C:16]=2[NH:15]1.CN(C(ON1N=NC2C=CC=CC1=2)=[N+](C)C)C.[B-](F)(F)(F)F.C(N(CC)CC)C, predict the reaction product. The product is: [O:13]=[C:14]1[N:20]([CH:21]2[CH2:22][CH2:23][N:24]([C:27]([O:29][C@H:30]([CH2:31][C:32]3[CH:37]=[C:36]([CH3:38])[C:35]([OH:39])=[C:34]([CH2:40][CH3:41])[CH:33]=3)[C:42](=[O:43])[N:10]3[CH2:11][CH2:12][N:7]([CH:4]4[CH2:5][CH2:6][O:1][CH2:2][CH2:3]4)[CH2:8][CH2:9]3)=[O:28])[CH2:25][CH2:26]2)[CH2:19][CH2:18][C:17]2[CH:45]=[CH:46][CH:47]=[CH:48][C:16]=2[NH:15]1. (4) Given the reactants [CH3:1][N:2]1[C:6]2=[N:7][CH:8]=[CH:9][CH:10]=[C:5]2[CH:4]=[C:3]1B1OC(C)(C)C(C)(C)O1.[CH2:20]([CH:22]([C:25]1[C:26]2[N:27]([C:32](I)=[C:33]([CH3:35])[N:34]=2)[N:28]=[C:29]([CH3:31])[CH:30]=1)[CH2:23][CH3:24])[CH3:21].C([O-])([O-])=O.[Na+].[Na+].COCCOC.O, predict the reaction product. The product is: [CH2:20]([CH:22]([C:25]1[C:26]2[N:27]([C:32]([C:3]3[N:2]([CH3:1])[C:6]4=[N:7][CH:8]=[CH:9][CH:10]=[C:5]4[CH:4]=3)=[C:33]([CH3:35])[N:34]=2)[N:28]=[C:29]([CH3:31])[CH:30]=1)[CH2:23][CH3:24])[CH3:21].